From a dataset of Reaction yield outcomes from USPTO patents with 853,638 reactions. Predict the reaction yield, written as a fraction of the theoretical maximum amount of product (1.0 means a 100% yield; for example, 0.34 means a 34% yield). (1) The reactants are [C:1]([O:5][C@@H:6]([C:11]1[C:40]([CH3:41])=[CH:39][N:38]2[N:42]=[C:35]3[CH:36]=[C:37]2[C:12]=1[N:13]1[CH2:48][CH2:47][C:16]([CH3:49])([O:17][CH2:18][CH:19]=[CH:20][CH2:21][C@H:22]([CH3:46])[O:23][C:24]2[CH:25]=[CH:26][C:27]([C:44]#[N:45])=[CH:28][C:29]=2[C:30]2[CH:43]=[C:34]3[CH:33]=[CH:32][CH:31]=2)[CH2:15][CH2:14]1)[C:7]([O:9]C)=[O:8])([CH3:4])([CH3:3])[CH3:2].C1COCC1.[OH-].[Na+]. The catalyst is CO.C(Cl)Cl.[Pd]. The product is [C:1]([O:5][C@@H:6]([C:11]1[C:40]([CH3:41])=[CH:39][N:38]2[N:42]=[C:35]3[CH:36]=[C:37]2[C:12]=1[N:13]1[CH2:14][CH2:15][C:16]([CH3:49])([O:17][CH2:18][CH2:19][CH2:20][CH2:21][C@H:22]([CH3:46])[O:23][C:24]2[CH:25]=[CH:26][C:27]([C:44]#[N:45])=[CH:28][C:29]=2[C:30]2[CH:43]=[C:34]3[CH:33]=[CH:32][CH:31]=2)[CH2:47][CH2:48]1)[C:7]([OH:9])=[O:8])([CH3:4])([CH3:2])[CH3:3]. The yield is 0.170. (2) The reactants are CN(C)C=O.[OH:6][CH2:7][C:8]1[CH:17]=[CH:16][C:11]([C:12]([O:14][CH3:15])=[O:13])=[CH:10][N:9]=1.FC(F)(F)S(O[CH2:24][C:25]([F:28])([F:27])[F:26])(=O)=O.[H-].[Na+]. The catalyst is C(OCC)(=O)C.O. The product is [F:26][C:25]([F:28])([F:27])[CH2:24][O:6][CH2:7][C:8]1[CH:17]=[CH:16][C:11]([C:12]([O:14][CH3:15])=[O:13])=[CH:10][N:9]=1. The yield is 0.230. (3) The reactants are [N+:1]([C:4]1[NH:8][N:7]=[C:6]([C:9]([OH:11])=[O:10])[CH:5]=1)([O-:3])=[O:2].S(Cl)(Cl)=O.[CH3:16]O. No catalyst specified. The product is [CH3:16][O:10][C:9]([C:6]1[CH:5]=[C:4]([N+:1]([O-:3])=[O:2])[NH:8][N:7]=1)=[O:11]. The yield is 0.980. (4) The reactants are [Cl:1][C:2]1[CH:11]=[CH:10][CH:9]=[C:8]([N:12]([C:14](=[O:27])[CH2:15][C:16]([N:18]([CH2:25][CH3:26])[C:19]2[CH:24]=[CH:23][CH:22]=[CH:21][CH:20]=2)=[O:17])[CH3:13])[C:3]=1[C:4](OC)=[O:5].[O-]CC.[Na+:31]. The catalyst is C(O)C. The product is [CH3:26][CH2:25][N:18]([C:16]([C:15]1[C:14](=[O:27])[N:12]([CH3:13])[C:8]2[CH:9]=[CH:10][CH:11]=[C:2]([Cl:1])[C:3]=2[C:4]=1[O-:5])=[O:17])[C:19]1[CH:24]=[CH:23][CH:22]=[CH:21][CH:20]=1.[Na+:31]. The yield is 0.900. (5) The reactants are [Cl:1][C:2]1[CH:3]=[CH:4][C:5]2[O:9][C:8]([S:10][C:11]3[N:16]=[N:15][CH:14]=[CH:13][CH:12]=3)=[C:7]([CH3:17])[C:6]=2[CH:18]=1.Cl.[O:20]1CCOCC1. No catalyst specified. The product is [Cl:1][C:2]1[CH:3]=[CH:4][C:5]2[O:9][C:8]([S:10][C:11]3[CH:12]=[CH:13][C:14](=[O:20])[NH:15][N:16]=3)=[C:7]([CH3:17])[C:6]=2[CH:18]=1. The yield is 0.730. (6) The reactants are [Cl:1][C:2]1[CH:10]=[C:9]2[C:5]([CH:6]=[CH:7][NH:8]2)=[CH:4][N:3]=1.[H-].[Na+].Br[CH:14]([CH3:16])[CH3:15]. The yield is 0.820. The catalyst is CN(C=O)C. The product is [Cl:1][C:2]1[N:3]=[CH:4][C:5]2[CH:6]=[CH:7][N:8]([CH:14]([CH3:16])[CH3:15])[C:9]=2[CH:10]=1. (7) The reactants are C(OC(=O)[NH:7][C:8]1[N:13]=[CH:12][C:11]([C:14]#[C:15][CH2:16][CH2:17][CH2:18][N:19]([CH3:21])[CH3:20])=[CH:10][N:9]=1)(C)(C)C.C(O)(C(F)(F)F)=O. The yield is 0.950. The catalyst is C(Cl)Cl. The product is [CH3:21][N:19]([CH3:20])[CH2:18][CH2:17][CH2:16][C:15]#[C:14][C:11]1[CH:10]=[N:9][C:8]([NH2:7])=[N:13][CH:12]=1. (8) The reactants are [Br:1][C:2]1[CH:3]=[C:4]2[C:9](Cl)=[C:8]([C:11]([NH2:13])=[O:12])[CH:7]=[N:6][N:5]2[CH:14]=1.[CH3:15][NH2:16]. No catalyst specified. The product is [Br:1][C:2]1[CH:3]=[C:4]2[C:9]([NH:16][CH3:15])=[C:8]([C:11]([NH2:13])=[O:12])[CH:7]=[N:6][N:5]2[CH:14]=1. The yield is 0.980. (9) The yield is 0.930. The reactants are [H-].[Al+3].[Li+].[H-].[H-].[H-].N1C2C(=CC=CC=2)C(CC[CH2:18][C:19]([N:21](CC(N)=O)[CH2:22][CH2:23][C:24]2[C:32]3[C:27](=[CH:28][CH:29]=[CH:30][CH:31]=3)[NH:26][CH:25]=2)=O)=C1.O. The catalyst is O1CCCC1. The product is [CH2:19]([NH:21][CH2:22][CH2:23][C:24]1[C:32]2[C:27](=[CH:28][CH:29]=[CH:30][CH:31]=2)[NH:26][CH:25]=1)[CH3:18].